From a dataset of Full USPTO retrosynthesis dataset with 1.9M reactions from patents (1976-2016). Predict the reactants needed to synthesize the given product. (1) Given the product [Br:1][C:2]1[C:3]([F:20])=[C:4]([CH:5]2[C:6]3([C:10]4=[N:11][CH:12]=[C:13]([Cl:15])[CH:14]=[C:9]4[NH:8][C:7]3=[O:16])[CH:35]([CH2:36][C:37]([CH3:40])([CH3:39])[CH3:38])[NH:34][CH:33]2[C:32]([NH:31][C:28]2[CH:29]=[CH:30][C:25]([C:23]#[N:24])=[CH:26][C:27]=2[O:42][CH3:43])=[O:41])[CH:17]=[CH:18][CH:19]=1, predict the reactants needed to synthesize it. The reactants are: [Br:1][C:2]1[C:3]([F:20])=[C:4]([CH:17]=[CH:18][CH:19]=1)/[CH:5]=[C:6]1\[C:7](=[O:16])[NH:8][C:9]2[C:10]\1=[N:11][CH:12]=[C:13]([Cl:15])[CH:14]=2.[Li+].[OH-].[C:23]([C:25]1[CH:30]=[CH:29][C:28]([NH:31][C:32](=[O:41])[CH2:33]/[N:34]=[CH:35]/[CH2:36][C:37]([CH3:40])([CH3:39])[CH3:38])=[C:27]([O:42][CH3:43])[CH:26]=1)#[N:24]. (2) Given the product [CH3:33][C:18]1[C:17]([CH2:16][O:15][C:12]2[CH:13]=[C:14]3[C:9]([CH2:8][CH2:7][N:6]3[CH2:5][C:4]([OH:34])=[O:3])=[CH:10][CH:11]=2)=[CH:22][CH:21]=[C:20]([C:23]2[CH:24]=[CH:25][C:26]([C:29]([F:31])([F:30])[F:32])=[CH:27][CH:28]=2)[N:19]=1, predict the reactants needed to synthesize it. The reactants are: C([O:3][C:4](=[O:34])[CH2:5][N:6]1[C:14]2[C:9](=[CH:10][CH:11]=[C:12]([O:15][CH2:16][C:17]3[C:18]([CH3:33])=[N:19][C:20]([C:23]4[CH:28]=[CH:27][C:26]([C:29]([F:32])([F:31])[F:30])=[CH:25][CH:24]=4)=[CH:21][CH:22]=3)[CH:13]=2)[CH2:8][CH2:7]1)C.[Li+].[OH-].